Dataset: Reaction yield outcomes from USPTO patents with 853,638 reactions. Task: Predict the reaction yield, written as a fraction of the theoretical maximum amount of product (1.0 means a 100% yield; for example, 0.34 means a 34% yield). (1) The reactants are [Mg].Br[C:3]1[CH:8]=[CH:7][CH:6]=[CH:5][C:4]=1[C:9]1[CH:14]=[CH:13][CH:12]=[CH:11][CH:10]=1.[Br:15][C:16]1[CH:28]=[CH:27][C:26]2[C:25]3[C:20](=[CH:21][CH:22]=[CH:23][CH:24]=3)[C:19](=[O:29])[C:18]=2[CH:17]=1. The catalyst is C(OCC)C. The product is [C:4]1([C:9]2[CH:14]=[CH:13][CH:12]=[CH:11][CH:10]=2)[CH:5]=[CH:6][CH:7]=[CH:8][C:3]=1[C:19]1([OH:29])[C:18]2[CH:17]=[C:16]([Br:15])[CH:28]=[CH:27][C:26]=2[C:25]2[C:20]1=[CH:21][CH:22]=[CH:23][CH:24]=2. The yield is 0.900. (2) The reactants are [CH3:1][NH:2][C:3](=[O:20])[C:4]1[CH:9]=[CH:8][C:7](B2OC(C)(C)C(C)(C)O2)=[CH:6][C:5]=1[CH3:19].Br[C:22]1[N:27]=[N:26][C:25]([NH2:28])=[N:24][CH:23]=1.C(=O)([O-])[O-].[K+].[K+]. The catalyst is C1(C)C=CC=CC=1.C(O)C.O.CO.C1C=CC([P]([Pd]([P](C2C=CC=CC=2)(C2C=CC=CC=2)C2C=CC=CC=2)([P](C2C=CC=CC=2)(C2C=CC=CC=2)C2C=CC=CC=2)[P](C2C=CC=CC=2)(C2C=CC=CC=2)C2C=CC=CC=2)(C2C=CC=CC=2)C2C=CC=CC=2)=CC=1. The product is [NH2:28][C:25]1[N:26]=[N:27][C:22]([C:7]2[CH:8]=[CH:9][C:4]([C:3]([NH:2][CH3:1])=[O:20])=[C:5]([CH3:19])[CH:6]=2)=[CH:23][N:24]=1. The yield is 0.410.